From a dataset of Reaction yield outcomes from USPTO patents with 853,638 reactions. Predict the reaction yield, written as a fraction of the theoretical maximum amount of product (1.0 means a 100% yield; for example, 0.34 means a 34% yield). (1) The yield is 0.800. The catalyst is O. The reactants are P([O-])([O-])([O-])=O.[Na+].[Na+].[Na+].[CH:9]([O-:11])=[O:10].[Na+].[NH2:13][C@@H:14]([C:16](O)=O)[CH3:15].C1C=[N+:23]([C@@H:25]2O[C@H:28]([CH2:30]OP(OP(OC[C@H]3O[C@@H](N4C5N=CN=C(N)C=5N=C4)[C@H](O)[C@@H]3O)(O)=O)([O-])=O)[C@@H:27](O)[C@H:26]2O)[CH:22]=[C:21]([C:60](N)=O)[CH:20]=1.[CH3:63][C:64]1[C:69](O)=C(C=O)C(COP(O)(O)=O)=CN=1.[C:79]([O-])(=O)C(C)O.C([O-])=O.Cl. The product is [NH2:13][C@H:14]1[CH2:16][N:23]2[C:25]3[C:60]([C:21]([CH2:20][C:9]([O:11][CH2:63][CH2:64][CH3:69])=[O:10])=[C:22]2[CH2:79][CH2:15]1)=[CH:30][CH:28]=[CH:27][CH:26]=3. (2) The catalyst is CO.[Pd]. The yield is 0.990. The reactants are C([O:8][C:9]1[CH:35]=[CH:34][C:12]([C:13]([NH:15][NH:16][C:17]([C@@:19]2([CH3:33])[CH2:23][O:22][C:21]([CH3:25])([CH3:24])[N:20]2[C:26]([O:28][C:29]([CH3:32])([CH3:31])[CH3:30])=[O:27])=[O:18])=[O:14])=[CH:11][C:10]=1[C:36]([F:39])([F:38])[F:37])C1C=CC=CC=1. The product is [OH:8][C:9]1[CH:35]=[CH:34][C:12]([C:13]([NH:15][NH:16][C:17]([C@@:19]2([CH3:33])[CH2:23][O:22][C:21]([CH3:24])([CH3:25])[N:20]2[C:26]([O:28][C:29]([CH3:32])([CH3:30])[CH3:31])=[O:27])=[O:18])=[O:14])=[CH:11][C:10]=1[C:36]([F:38])([F:39])[F:37]. (3) The reactants are B(F)(F)F.CCOCC.[C:10]([CH2:12][C:13]1([N:32]2[CH:36]=[C:35]([C:37]3[C:38]4[CH:45]=[CH:44][N:43](COCC[Si](C)(C)C)[C:39]=4[N:40]=[CH:41][N:42]=3)[CH:34]=[N:33]2)[CH2:16][N:15]([C:17]2[N:18]=[CH:19][C:20]([C:23]([NH:25][C@H:26]([CH3:31])[C:27]([F:30])([F:29])[F:28])=[O:24])=[N:21][CH:22]=2)[CH2:14]1)#[N:11].[OH-].[NH4+].C([O-])(O)=O.[Na+]. The catalyst is C(#N)C.O. The product is [C:10]([CH2:12][C:13]1([N:32]2[CH:36]=[C:35]([C:37]3[C:38]4[CH:45]=[CH:44][NH:43][C:39]=4[N:40]=[CH:41][N:42]=3)[CH:34]=[N:33]2)[CH2:16][N:15]([C:17]2[N:18]=[CH:19][C:20]([C:23]([NH:25][C@H:26]([CH3:31])[C:27]([F:28])([F:29])[F:30])=[O:24])=[N:21][CH:22]=2)[CH2:14]1)#[N:11]. The yield is 0.580. (4) The reactants are [CH2:1]([O:3][C:4]([C:6]1[C:15](=[O:16])[C:14]2[C:9](=[C:10]([CH:28]=O)[C:11]([N:18]3[CH2:22][CH2:21][CH2:20][CH:19]3[C:23]([O:25][CH2:26][CH3:27])=[O:24])=[C:12]([F:17])[CH:13]=2)[N:8]([CH:30]2[CH2:32][CH2:31]2)[CH:7]=1)=[O:5])[CH3:2].CCO.Cl.[NH2:37][OH:38]. The catalyst is N1C=CC=CC=1. The product is [CH2:1]([O:3][C:4]([C:6]1[C:15](=[O:16])[C:14]2[C:9](=[C:10]([CH:28]=[N:37][OH:38])[C:11]([N:18]3[CH2:22][CH2:21][CH2:20][CH:19]3[C:23]([O:25][CH2:26][CH3:27])=[O:24])=[C:12]([F:17])[CH:13]=2)[N:8]([CH:30]2[CH2:31][CH2:32]2)[CH:7]=1)=[O:5])[CH3:2]. The yield is 0.970. (5) The reactants are [CH3:1][C:2]1([CH3:14])[CH2:8][C:7](=S)[NH:6][C:5]2[CH:10]=[CH:11][CH:12]=[CH:13][C:4]=2[NH:3]1.[C:15]([NH:18][NH2:19])(=O)[CH3:16]. The catalyst is C(O)CCC. The product is [CH3:16][C:15]1[N:6]2[C:5]3[CH:10]=[CH:11][CH:12]=[CH:13][C:4]=3[NH:3][C:2]([CH3:14])([CH3:1])[CH2:8][C:7]2=[N:19][N:18]=1. The yield is 0.230. (6) The reactants are [I:1][C:2]1[CH:12]=[N:11][C:5]2[NH:6][CH2:7][C:8](=O)[NH:9][C:4]=2[CH:3]=1.CC(C[AlH]CC(C)C)C. No catalyst specified. The product is [I:1][C:2]1[CH:12]=[N:11][C:5]2[NH:6][CH2:7][CH2:8][NH:9][C:4]=2[CH:3]=1. The yield is 0.310. (7) The reactants are Br[C:2]1[CH:3]=[CH:4][C:5]2[O:6][CH2:7][C:8](=[O:12])[NH:9][C:10]=2[N:11]=1.[C:13]1(/[CH:19]=[CH:20]/B(O)O)[CH:18]=[CH:17][CH:16]=[CH:15][CH:14]=1.C(=O)([O-])[O-].[K+].[K+]. The catalyst is O1CCOCC1.O.CCOC(C)=O.C1C=CC([P]([Pd]([P](C2C=CC=CC=2)(C2C=CC=CC=2)C2C=CC=CC=2)([P](C2C=CC=CC=2)(C2C=CC=CC=2)C2C=CC=CC=2)[P](C2C=CC=CC=2)(C2C=CC=CC=2)C2C=CC=CC=2)(C2C=CC=CC=2)C2C=CC=CC=2)=CC=1. The product is [CH:20](/[C:2]1[CH:3]=[CH:4][C:5]2[O:6][CH2:7][C:8](=[O:12])[NH:9][C:10]=2[N:11]=1)=[CH:19]\[C:13]1[CH:18]=[CH:17][CH:16]=[CH:15][CH:14]=1. The yield is 0.380.